Dataset: Reaction yield outcomes from USPTO patents with 853,638 reactions. Task: Predict the reaction yield, written as a fraction of the theoretical maximum amount of product (1.0 means a 100% yield; for example, 0.34 means a 34% yield). (1) The reactants are Cl[C:2]1[CH:11]=[C:10]([Cl:12])[C:9]2[C:4](=[C:5]([CH3:15])[C:6]([O:13][CH3:14])=[CH:7][CH:8]=2)[N:3]=1.[CH3:16][CH:17]([CH3:34])[CH2:18][CH2:19][N:20]1[CH:24]=[C:23](B2OC(C)(C)C(C)(C)O2)[CH:22]=[N:21]1.ClC1C2C(=C(C)C(OC)=CC=2)N=C(C2C=NN(CC)C=2)C=1. No catalyst specified. The product is [Cl:12][C:10]1[C:9]2[C:4](=[C:5]([CH3:15])[C:6]([O:13][CH3:14])=[CH:7][CH:8]=2)[N:3]=[C:2]([C:23]2[CH:22]=[N:21][N:20]([CH2:19][CH2:18][CH:17]([CH3:34])[CH3:16])[CH:24]=2)[CH:11]=1. The yield is 0.690. (2) The reactants are [CH2:1]([N:3]1[CH:7]=[C:6]([C:8]2[CH:13]=[CH:12][N:11]=[C:10]3[NH:14][CH:15]=[CH:16][C:9]=23)[C:5]([C:17]2[CH:23]=[CH:22][C:20]([NH2:21])=[CH:19][CH:18]=2)=[N:4]1)[CH3:2].N1C=CC=CC=1.[CH:30]([N:33]=[C:34]=[O:35])([CH3:32])[CH3:31].O. The catalyst is ClCCl. The product is [CH2:1]([N:3]1[CH:7]=[C:6]([C:8]2[CH:13]=[CH:12][N:11]=[C:10]3[NH:14][CH:15]=[CH:16][C:9]=23)[C:5]([C:17]2[CH:23]=[CH:22][C:20]([NH:21][C:34]([NH:33][CH:30]([CH3:32])[CH3:31])=[O:35])=[CH:19][CH:18]=2)=[N:4]1)[CH3:2]. The yield is 0.450. (3) The reactants are C(=O)([O-])[O-].[K+].[K+].[N:7]1([C:13]([O:15][C:16]([CH3:19])([CH3:18])[CH3:17])=[O:14])[CH2:12][CH2:11][NH:10][CH2:9][CH2:8]1.[F:20][C:21]1[CH:22]=[C:23]([CH:28]=[CH:29][C:30]=1F)[C:24]([O:26][CH3:27])=[O:25]. No catalyst specified. The product is [F:20][C:21]1[CH:22]=[C:23]([C:24]([O:26][CH3:27])=[O:25])[CH:28]=[CH:29][C:30]=1[N:10]1[CH2:11][CH2:12][N:7]([C:13]([O:15][C:16]([CH3:19])([CH3:18])[CH3:17])=[O:14])[CH2:8][CH2:9]1. The yield is 0.449. (4) The reactants are [CH3:1][Si:2]([C:5]#[CH:6])([CH3:4])[CH3:3].[NH2:7][C:8]1[N:9]=[C:10]([CH3:22])[C:11]2[CH:17]=[C:16](Br)[C:15](=[O:19])[N:14]([CH2:20][CH3:21])[C:12]=2[N:13]=1.C([O-])(O)=O.[Na+]. The product is [NH2:7][C:8]1[N:9]=[C:10]([CH3:22])[C:11]2[CH:17]=[C:16]([C:6]#[C:5][Si:2]([CH3:4])([CH3:3])[CH3:1])[C:15](=[O:19])[N:14]([CH2:20][CH3:21])[C:12]=2[N:13]=1. The yield is 0.650. The catalyst is C(N(CC)CC)C.[Cu]I.Cl[Pd](Cl)([P](C1C=CC=CC=1)(C1C=CC=CC=1)C1C=CC=CC=1)[P](C1C=CC=CC=1)(C1C=CC=CC=1)C1C=CC=CC=1. (5) The reactants are [Cl:1][C:2]1[CH:9]=[CH:8][C:5]([CH:6]=[O:7])=[CH:4][CH:3]=1.[CH2:10]([Mg]Br)[CH:11]=[CH2:12].Cl. The catalyst is CCOCC. The product is [Cl:1][C:2]1[CH:9]=[CH:8][C:5]([CH:6]([OH:7])[CH2:12][CH:11]=[CH2:10])=[CH:4][CH:3]=1. The yield is 0.800. (6) The reactants are Cl[C:2]1[CH:7]=[N:6][CH:5]=[C:4]([O:8][C:9]2[CH:10]=[C:11]3[C:15](=[CH:16][CH:17]=2)[C:14](=[O:18])[CH2:13][CH2:12]3)[N:3]=1.[CH3:19][O:20][C:21]1[CH:22]=[C:23]([CH:25]=[C:26]([O:30][CH3:31])[C:27]=1[O:28][CH3:29])[NH2:24]. The catalyst is CCOC(C)=O. The product is [CH3:31][O:30][C:26]1[CH:25]=[C:23]([NH:24][C:2]2[CH:7]=[N:6][CH:5]=[C:4]([O:8][C:9]3[CH:10]=[C:11]4[C:15](=[CH:16][CH:17]=3)[C:14](=[O:18])[CH2:13][CH2:12]4)[N:3]=2)[CH:22]=[C:21]([O:20][CH3:19])[C:27]=1[O:28][CH3:29]. The yield is 0.200. (7) The reactants are Cl[C:2]1[N:7]=[CH:6][N:5]=[C:4]([CH2:8][NH:9][C:10](=[O:16])[O:11][C:12]([CH3:15])([CH3:14])[CH3:13])[CH:3]=1.[F:17][C:18]([F:30])([F:29])[O:19][C:20]1[CH:25]=[CH:24][C:23](B(O)O)=[CH:22][CH:21]=1.C(=O)([O-])[O-].[Na+].[Na+].C([O-])(=O)C.[K+]. The catalyst is CC(P(C(C)(C)C)C1C=CC(N(C)C)=CC=1)(C)C.CC(P(C(C)(C)C)C1C=CC(N(C)C)=CC=1)(C)C.Cl[Pd]Cl.O.C(#N)C. The product is [F:17][C:18]([F:29])([F:30])[O:19][C:20]1[CH:25]=[CH:24][C:23]([C:2]2[N:7]=[CH:6][N:5]=[C:4]([CH2:8][NH:9][C:10](=[O:16])[O:11][C:12]([CH3:15])([CH3:14])[CH3:13])[CH:3]=2)=[CH:22][CH:21]=1. The yield is 1.00.